Dataset: Forward reaction prediction with 1.9M reactions from USPTO patents (1976-2016). Task: Predict the product of the given reaction. (1) Given the reactants [CH3:1][O:2][C:3](=[O:19])[C:4]1[CH:9]=[CH:8][CH:7]=[C:6]([CH2:10][O:11][C:12]2[CH:17]=[CH:16][C:15](I)=[CH:14][CH:13]=2)[CH:5]=1.[F:20][C:21]1[CH:26]=[C:25]([F:27])[CH:24]=[CH:23][C:22]=1B(O)O.C(=O)([O-])[O-].[K+].[K+].C(OCC)(=O)C, predict the reaction product. The product is: [CH3:1][O:2][C:3](=[O:19])[C:4]1[CH:9]=[CH:8][CH:7]=[C:6]([CH2:10][O:11][C:12]2[CH:17]=[CH:16][C:15]([C:24]3[CH:23]=[CH:22][C:21]([F:20])=[CH:26][C:25]=3[F:27])=[CH:14][CH:13]=2)[CH:5]=1. (2) The product is: [Cl:1][C:2]1[C:10]([N+:11]([O-:13])=[O:12])=[CH:9][CH:8]=[C:7]([Cl:14])[C:3]=1[C:4]([Cl:18])=[O:5]. Given the reactants [Cl:1][C:2]1[C:10]([N+:11]([O-:13])=[O:12])=[CH:9][CH:8]=[C:7]([Cl:14])[C:3]=1[C:4](O)=[O:5].C(Cl)(=O)C([Cl:18])=O, predict the reaction product. (3) Given the reactants Cl[CH2:2][CH2:3][CH2:4][CH2:5][NH:6][C:7](=[O:13])[O:8][C:9]([CH3:12])([CH3:11])[CH3:10].[NH:14]1[C:18]2[CH:19]=[CH:20][CH:21]=[CH:22][C:17]=2[N:16]=[C:15]1[CH2:23][N:24]([CH3:35])[CH:25]1[C:34]2[N:33]=[CH:32][CH:31]=[CH:30][C:29]=2[CH2:28][CH2:27][CH2:26]1.CN(CC1N(CC2C=NC=CC=2)C2C=CC=CC=2N=1)C1C2N=CC=CC=2CCC1, predict the reaction product. The product is: [CH3:35][N:24]([CH2:23][C:15]1[N:14]([CH2:2][CH2:3][CH2:4][CH2:5][NH:6][C:7](=[O:13])[O:8][C:9]([CH3:12])([CH3:11])[CH3:10])[C:18]2[CH:19]=[CH:20][CH:21]=[CH:22][C:17]=2[N:16]=1)[CH:25]1[C:34]2[N:33]=[CH:32][CH:31]=[CH:30][C:29]=2[CH2:28][CH2:27][CH2:26]1. (4) Given the reactants [Cl:1][C:2]1[CH:7]=[CH:6][N:5]=[C:4]2[CH:8]=[C:9](I)[O:10][C:3]=12.[Li][CH2:13]CCC.CI.S([O-])([O-])(=O)=O.[Mg+2], predict the reaction product. The product is: [Cl:1][C:2]1[CH:7]=[CH:6][N:5]=[C:4]2[CH:8]=[C:9]([CH3:13])[O:10][C:3]=12. (5) Given the reactants F[C:2]1[CH:7]=[CH:6][C:5]([N+:8]([O-:10])=[O:9])=[CH:4][C:3]=1[Cl:11].[CH3:12][S-:13].[Na+], predict the reaction product. The product is: [Cl:11][C:3]1[CH:4]=[C:5]([N+:8]([O-:10])=[O:9])[CH:6]=[CH:7][C:2]=1[S:13][CH3:12]. (6) Given the reactants [CH:1]1([NH:6][C:7]2[CH:12]=[C:11]([C:13]3[S:17][C:16]([NH2:18])=[N:15][C:14]=3[C:19]3[CH:24]=[CH:23][CH:22]=[C:21]([CH3:25])[CH:20]=3)[CH:10]=[CH:9][N:8]=2)[CH2:5][CH2:4][CH2:3][CH2:2]1.Cl.[Cl:27][C:28]1[CH:36]=[CH:35][C:31]([C:32](Cl)=[O:33])=[CH:30][N:29]=1.C(=O)([O-])O.[Na+], predict the reaction product. The product is: [Cl:27][C:28]1[CH:36]=[CH:35][C:31]([C:32]([NH:18][C:16]2[S:17][C:13]([C:11]3[CH:10]=[CH:9][N:8]=[C:7]([NH:6][CH:1]4[CH2:5][CH2:4][CH2:3][CH2:2]4)[CH:12]=3)=[C:14]([C:19]3[CH:24]=[CH:23][CH:22]=[C:21]([CH3:25])[CH:20]=3)[N:15]=2)=[O:33])=[CH:30][N:29]=1. (7) Given the reactants [Br:1][C:2]1[C:13]2[C:5](=[CH:6][C:7]([C:16]3[CH:21]=[CH:20][CH:19]=[CH:18][C:17]=3[Cl:22])=[C:8]3[C:12]=2[C:11](=[O:14])[NH:10][C:9]3=[O:15])[N:4]([CH2:23][CH2:24][CH2:25]O)[CH:3]=1.CS(Cl)(=O)=O.[I-].[Na+].[NH:34]1[CH2:38][CH2:37][CH2:36][CH2:35]1.C([O-])(=O)C.[NH4+], predict the reaction product. The product is: [Br:1][C:2]1[C:13]2[C:5](=[CH:6][C:7]([C:16]3[CH:21]=[CH:20][CH:19]=[CH:18][C:17]=3[Cl:22])=[C:8]3[C:12]=2[C:11](=[O:14])[NH:10][C:9]3=[O:15])[N:4]([CH2:23][CH2:24][CH2:25][N:34]2[CH2:38][CH2:37][CH2:36][CH2:35]2)[CH:3]=1. (8) The product is: [CH3:18][C:15]([CH3:19])([O:1][C:2]1[CH:3]=[C:4]([CH:9]=[CH:10][C:11]=1[O:12][CH3:13])[C:5]([O:7][CH3:8])=[O:6])[C:16]#[CH:17]. Given the reactants [OH:1][C:2]1[CH:3]=[C:4]([CH:9]=[CH:10][C:11]=1[O:12][CH3:13])[C:5]([O:7][CH3:8])=[O:6].Cl[C:15]([CH3:19])([CH3:18])[C:16]#[CH:17].C(=O)([O-])[O-].[Cs+].[Cs+].CN(C=O)C, predict the reaction product.